Dataset: Peptide-MHC class II binding affinity with 134,281 pairs from IEDB. Task: Regression. Given a peptide amino acid sequence and an MHC pseudo amino acid sequence, predict their binding affinity value. This is MHC class II binding data. The peptide sequence is YSKFLANVSTVLTGK. The MHC is DRB1_1101 with pseudo-sequence DRB1_1101. The binding affinity (normalized) is 0.667.